Dataset: Forward reaction prediction with 1.9M reactions from USPTO patents (1976-2016). Task: Predict the product of the given reaction. (1) The product is: [F:21][C:19]1([F:22])[O:18][C:17]2[CH:23]=[CH:24][C:14]([C:11]3([C:9]([NH:8][C:6]4[N:7]=[C:2]([C:33]5[CH:32]=[CH:31][N:30]=[C:29]([O:28][CH3:27])[CH:34]=5)[C:3]([CH3:26])=[C:4]([CH3:25])[CH:5]=4)=[O:10])[CH2:13][CH2:12]3)=[CH:15][C:16]=2[O:20]1. Given the reactants Cl[C:2]1[N:7]=[C:6]([NH:8][C:9]([C:11]2([C:14]3[CH:24]=[CH:23][C:17]4[O:18][C:19]([F:22])([F:21])[O:20][C:16]=4[CH:15]=3)[CH2:13][CH2:12]2)=[O:10])[CH:5]=[C:4]([CH3:25])[C:3]=1[CH3:26].[CH3:27][O:28][C:29]1[CH:34]=[C:33](B(O)O)[CH:32]=[CH:31][N:30]=1.C([O-])([O-])=O.[Na+].[Na+], predict the reaction product. (2) The product is: [CH3:14][Si:15]([CH3:22])([CH3:21])[O:8][C:4]1[CH:3]=[C:2]([CH:7]=[CH:6][CH:5]=1)[NH2:1]. Given the reactants [NH2:1][C:2]1[CH:3]=[C:4]([OH:8])[CH:5]=[CH:6][CH:7]=1.S(=O)(=O)(O)O.[CH3:14][Si:15]([CH3:22])([CH3:21])N[Si:15]([CH3:22])([CH3:21])[CH3:14], predict the reaction product. (3) Given the reactants [CH3:1][C:2]1[CH:7]=[C:6]([CH2:8]O)[CH:5]=[CH:4][C:3]=1[C:10]1[CH:15]=[CH:14][CH:13]=[CH:12][CH:11]=1.P(Br)(Br)[Br:17], predict the reaction product. The product is: [Br:17][CH2:8][C:6]1[CH:5]=[CH:4][C:3]([C:10]2[CH:15]=[CH:14][CH:13]=[CH:12][CH:11]=2)=[C:2]([CH3:1])[CH:7]=1. (4) Given the reactants [O:1]([C:5]1[CH:10]=[CH:9][C:8]([N+:11]([O-])=O)=[CH:7][N:6]=1)[CH:2]([CH3:4])[CH3:3], predict the reaction product. The product is: [O:1]([C:5]1[CH:10]=[CH:9][C:8]([NH2:11])=[CH:7][N:6]=1)[CH:2]([CH3:4])[CH3:3]. (5) Given the reactants [CH2:1]([N:3]1[C:11]2[C:6](=[CH:7][CH:8]=[CH:9][CH:10]=2)[C:5]2[CH:12]=[C:13]([CH:16]=O)[CH:14]=[N:15][C:4]1=2)[CH3:2].[NH2:18][C:19]1[CH:20]=[C:21]([CH:25]=[CH:26][C:27]=1[NH:28][CH2:29][CH:30]1[CH2:32][CH2:31]1)[C:22]([OH:24])=[O:23], predict the reaction product. The product is: [CH:30]1([CH2:29][N:28]2[C:27]3[CH:26]=[CH:25][C:21]([C:22]([OH:24])=[O:23])=[CH:20][C:19]=3[N:18]=[C:16]2[C:13]2[CH:14]=[N:15][C:4]3[N:3]([CH2:1][CH3:2])[C:11]4[C:6]([C:5]=3[CH:12]=2)=[CH:7][CH:8]=[CH:9][CH:10]=4)[CH2:31][CH2:32]1.